Dataset: Reaction yield outcomes from USPTO patents with 853,638 reactions. Task: Predict the reaction yield, written as a fraction of the theoretical maximum amount of product (1.0 means a 100% yield; for example, 0.34 means a 34% yield). The reactants are [Cl:1][C:2]1[CH:7]=[CH:6][C:5]([N:8]2[CH:12]=[C:11]([C:13]([O:15]CC)=[O:14])[N:10]=[C:9]2[C:18]2[CH:23]=[CH:22][C:21]([Cl:24])=[CH:20][C:19]=2[Cl:25])=[CH:4][CH:3]=1.[Li+].[OH-].O.Cl. The catalyst is C1COCC1. The product is [Cl:1][C:2]1[CH:3]=[CH:4][C:5]([N:8]2[CH:12]=[C:11]([C:13]([OH:15])=[O:14])[N:10]=[C:9]2[C:18]2[CH:23]=[CH:22][C:21]([Cl:24])=[CH:20][C:19]=2[Cl:25])=[CH:6][CH:7]=1. The yield is 0.980.